From a dataset of Forward reaction prediction with 1.9M reactions from USPTO patents (1976-2016). Predict the product of the given reaction. (1) The product is: [Br:1][C:2]1[C:3](=[O:40])[N:4]([CH2:19][C:20]2[CH:21]=[C:22]([CH:37]=[CH:38][CH:39]=2)[CH2:23][NH:24][C:25](=[O:36])[N:42]([CH3:43])[CH3:41])[C:5]([CH3:18])=[CH:6][C:7]=1[O:8][CH2:9][C:10]1[CH:15]=[CH:14][C:13]([F:16])=[CH:12][C:11]=1[F:17]. Given the reactants [Br:1][C:2]1[C:3](=[O:40])[N:4]([CH2:19][C:20]2[CH:21]=[C:22]([CH:37]=[CH:38][CH:39]=2)[CH2:23][NH:24][C:25](=[O:36])OC2C=CC([N+]([O-])=O)=CC=2)[C:5]([CH3:18])=[CH:6][C:7]=1[O:8][CH2:9][C:10]1[CH:15]=[CH:14][C:13]([F:16])=[CH:12][C:11]=1[F:17].[CH3:41][NH:42][CH3:43], predict the reaction product. (2) Given the reactants [CH2:1]([O:8][C@H:9]1[C@H:21]([OH:22])[C@H:20]([OH:23])[C@H:19]([CH3:24])[O:18][C@@H:10]1[S:11][C:12]1[CH:17]=[CH:16][CH:15]=[CH:14][CH:13]=1)[C:2]1[CH:7]=[CH:6][CH:5]=[CH:4][CH:3]=1.[F-].[Cs+].[CH:27]1[CH:32]=[CH:31][C:30]([CH2:33]Br)=[CH:29][CH:28]=1, predict the reaction product. The product is: [CH2:1]([O:8][C@H:9]1[C@H:21]([O:22][CH2:33][C:30]2[CH:31]=[CH:32][CH:27]=[CH:28][CH:29]=2)[C@H:20]([OH:23])[C@H:19]([CH3:24])[O:18][C@@H:10]1[S:11][C:12]1[CH:17]=[CH:16][CH:15]=[CH:14][CH:13]=1)[C:2]1[CH:3]=[CH:4][CH:5]=[CH:6][CH:7]=1. (3) Given the reactants [CH3:1][O:2][C:3]1[CH:8]=[CH:7][C:6]([C:9]2[N:10]=[C:11]([NH2:14])[S:12][CH:13]=2)=[CH:5][CH:4]=1.[Cl:15][C:16]1[CH:21]=[C:20]([Cl:22])[CH:19]=[C:18]([Cl:23])[C:17]=1[S:24](Cl)(=[O:26])=[O:25], predict the reaction product. The product is: [Cl:15][C:16]1[CH:21]=[C:20]([Cl:22])[CH:19]=[C:18]([Cl:23])[C:17]=1[S:24]([NH:14][C:11]1[S:12][CH:13]=[C:9]([C:6]2[CH:5]=[CH:4][C:3]([O:2][CH3:1])=[CH:8][CH:7]=2)[N:10]=1)(=[O:26])=[O:25]. (4) Given the reactants [NH2:1][CH2:2][C:3]1[NH:4][C:5](=[O:13])[C:6]2[CH2:12][O:11][CH2:10][CH2:9][C:7]=2[N:8]=1.[CH2:14]([O:16][C:17]1[CH:34]=[CH:33][C:20]([C:21]([CH:23]2[CH2:28][CH2:27][N:26]([CH2:29][C:30](O)=[O:31])[CH2:25][CH2:24]2)=[O:22])=[CH:19][CH:18]=1)[CH3:15], predict the reaction product. The product is: [CH2:14]([O:16][C:17]1[CH:18]=[CH:19][C:20]([C:21]([CH:23]2[CH2:28][CH2:27][N:26]([CH2:29][C:30]([NH:1][CH2:2][C:3]3[NH:4][C:5](=[O:13])[C:6]4[CH2:12][O:11][CH2:10][CH2:9][C:7]=4[N:8]=3)=[O:31])[CH2:25][CH2:24]2)=[O:22])=[CH:33][CH:34]=1)[CH3:15].